This data is from Forward reaction prediction with 1.9M reactions from USPTO patents (1976-2016). The task is: Predict the product of the given reaction. (1) The product is: [C:13]([N:16]1[CH:21]2[CH:20]([CH2:12][CH2:3][CH2:4][CH2:9]2)[N:19]([C:22](=[O:24])[CH3:23])[C:18]2[CH:25]=[CH:26][N:27]=[CH:28][C:17]1=2)(=[O:15])[CH3:14]. Given the reactants CN1CCN(C)[C:4]2[CH:9]=NC=[CH:12][C:3]1=2.[C:13]([N:16]1[CH2:21][CH2:20][N:19]([C:22](=[O:24])[CH3:23])[C:18]2[CH:25]=[CH:26][N:27]=[CH:28][C:17]1=2)(=[O:15])[CH3:14], predict the reaction product. (2) Given the reactants [CH3:1][C:2]1([CH3:9])[NH:7][CH2:6][CH2:5][NH:4][C:3]1=[O:8].C(N(CC)C(C)C)(C)C.[C:19](Cl)(=[O:21])[CH3:20], predict the reaction product. The product is: [C:19]([N:7]1[CH2:6][CH2:5][NH:4][C:3](=[O:8])[C:2]1([CH3:9])[CH3:1])(=[O:21])[CH3:20]. (3) Given the reactants CN(C(ON1N=NC2C=CC=NC1=2)=[N+](C)C)C.F[P-](F)(F)(F)(F)F.[CH:25]1([N:30]2[CH2:40][C:39]([CH3:42])([CH3:41])[C:38](=[O:43])[N:37]([CH3:44])[C:36]3[C:31]2=[N:32][C:33]([NH:45][C:46]2[CH:54]=[CH:53][C:49]([C:50]([OH:52])=O)=[CH:48][C:47]=2[O:55][CH3:56])=[N:34][CH:35]=3)[CH2:29][CH2:28][CH2:27][CH2:26]1.CCN(C(C)C)C(C)C.NC1C=CC(C([NH:73][CH:74]2[CH2:79][CH2:78][N:77]([CH3:80])[CH2:76][CH2:75]2)=O)=CC=1OC, predict the reaction product. The product is: [CH:25]1([N:30]2[CH2:40][C:39]([CH3:42])([CH3:41])[C:38](=[O:43])[N:37]([CH3:44])[C:36]3[C:31]2=[N:32][C:33]([NH:45][C:46]2[CH:54]=[CH:53][C:49]([C:50]([NH:73][CH:74]4[CH2:79][CH2:78][N:77]([CH3:80])[CH2:76][CH2:75]4)=[O:52])=[CH:48][C:47]=2[O:55][CH3:56])=[N:34][CH:35]=3)[CH2:29][CH2:28][CH2:27][CH2:26]1. (4) The product is: [CH:1]1([CH2:4][O:5][C:6]2[N:11]=[C:10]([C:12]([NH:14][C:15]([CH2:21][CH3:22])([CH2:23][CH3:24])[C:16]([OH:18])=[O:17])=[O:13])[CH:9]=[CH:8][C:7]=2[C:25]([F:28])([F:26])[F:27])[CH2:2][CH2:3]1. Given the reactants [CH:1]1([CH2:4][O:5][C:6]2[N:11]=[C:10]([C:12]([NH:14][C:15]([CH2:23][CH3:24])([CH2:21][CH3:22])[C:16]([O:18]CC)=[O:17])=[O:13])[CH:9]=[CH:8][C:7]=2[C:25]([F:28])([F:27])[F:26])[CH2:3][CH2:2]1.[OH-].[Na+], predict the reaction product. (5) Given the reactants [CH3:1]O.S(Cl)(Cl)=O.[NH2:7][C:8]1[C:16]([Cl:17])=[CH:15][CH:14]=[CH:13][C:9]=1[C:10]([OH:12])=[O:11], predict the reaction product. The product is: [NH2:7][C:8]1[C:16]([Cl:17])=[CH:15][CH:14]=[CH:13][C:9]=1[C:10]([O:12][CH3:1])=[O:11]. (6) Given the reactants [CH2:1]([S:3](Cl)(=[O:5])=[O:4])[CH3:2].[NH2:7][C:8]1[CH:9]=[C:10]([CH:20]=[CH:21][C:22]=1[O:23][CH3:24])[C:11]([NH:13][C:14]1[CH:19]=[CH:18][CH:17]=[CH:16][CH:15]=1)=[O:12], predict the reaction product. The product is: [CH2:1]([S:3]([NH:7][C:8]1[CH:9]=[C:10]([CH:20]=[CH:21][C:22]=1[O:23][CH3:24])[C:11]([NH:13][C:14]1[CH:19]=[CH:18][CH:17]=[CH:16][CH:15]=1)=[O:12])(=[O:5])=[O:4])[CH3:2].